This data is from Reaction yield outcomes from USPTO patents with 853,638 reactions. The task is: Predict the reaction yield, written as a fraction of the theoretical maximum amount of product (1.0 means a 100% yield; for example, 0.34 means a 34% yield). The reactants are [H-].[Na+].[CH3:3][N:4]1[CH2:9][CH2:8][CH2:7][C@@H:6]([CH2:10][OH:11])[CH2:5]1.[CH3:12][C:13]1[CH:18]=[CH:17][C:16]([N:19]2[CH2:24][CH2:23][N:22]([C:25](OC3C=CC([N+]([O-])=O)=CC=3)=[O:26])[CH2:21][CH2:20]2)=[CH:15][CH:14]=1. The catalyst is CCCCCCC.C1COCC1. The product is [CH3:12][C:13]1[CH:14]=[CH:15][C:16]([N:19]2[CH2:20][CH2:21][N:22]([C:25]([O:11][CH2:10][C@@H:6]3[CH2:7][CH2:8][CH2:9][N:4]([CH3:3])[CH2:5]3)=[O:26])[CH2:23][CH2:24]2)=[CH:17][CH:18]=1. The yield is 0.320.